From a dataset of Catalyst prediction with 721,799 reactions and 888 catalyst types from USPTO. Predict which catalyst facilitates the given reaction. (1) Reactant: [Cl:1][C:2]1[CH:11]=[CH:10][C:9](B2OC(C)(C)C(C)(C)O2)=[CH:8][C:3]=1[C:4]([O:6][CH3:7])=[O:5].[NH2:21][C:22]1[C:23]([C:29]([NH:31][CH3:32])=[O:30])=[N:24][C:25](Br)=[CH:26][N:27]=1.C(O)C.C(=O)([O-])[O-].[Na+].[Na+]. Product: [NH2:21][C:22]1[N:27]=[CH:26][C:25]([C:9]2[CH:10]=[CH:11][C:2]([Cl:1])=[C:3]([CH:8]=2)[C:4]([O:6][CH3:7])=[O:5])=[N:24][C:23]=1[C:29]([NH:31][CH3:32])=[O:30]. The catalyst class is: 133. (2) Reactant: Cl.Cl.[F:3][C:4]1[CH:9]=[CH:8][C:7]([C:10]2[CH:11]=[N:12][C:13]([N:16]3[CH2:21][CH2:20][NH:19][CH2:18][CH2:17]3)=[N:14][CH:15]=2)=[CH:6][CH:5]=1.[CH2:22]([C@@H:29]1[CH2:33][O:32][C:31](=[O:34])[N:30]1[C:35](=[O:45])[C@H:36]([CH2:40][S:41](Cl)(=[O:43])=[O:42])[CH:37]([CH3:39])[CH3:38])[C:23]1[CH:28]=[CH:27][CH:26]=[CH:25][CH:24]=1.C(N(CC)CC)C. Product: [CH2:22]([C@@H:29]1[CH2:33][O:32][C:31](=[O:34])[N:30]1[C:35](=[O:45])[C@H:36]([CH2:40][S:41]([N:19]1[CH2:20][CH2:21][N:16]([C:13]2[N:14]=[CH:15][C:10]([C:7]3[CH:8]=[CH:9][C:4]([F:3])=[CH:5][CH:6]=3)=[CH:11][N:12]=2)[CH2:17][CH2:18]1)(=[O:43])=[O:42])[CH:37]([CH3:39])[CH3:38])[C:23]1[CH:28]=[CH:27][CH:26]=[CH:25][CH:24]=1. The catalyst class is: 4. (3) Reactant: [CH:1]1([CH2:4][C@H:5]([C@@H:28](OS(N2C=CN=C2)=O)[CH2:29][CH2:30][CH2:31][CH3:32])[C:6]([NH:8][C@H:9]2[N:15]=[C:14]([C:16]3[CH:21]=[CH:20][CH:19]=[CH:18][CH:17]=3)[C:13]3[CH:22]=[CH:23][CH:24]=[CH:25][C:12]=3[N:11]([CH3:26])[C:10]2=[O:27])=[O:7])[CH2:3][CH2:2]1.C([SnH](CCCC)CCCC)CCC. Product: [O:7]=[C:6]([NH:8][C@H:9]1[N:15]=[C:14]([C:16]2[CH:17]=[CH:18][CH:19]=[CH:20][CH:21]=2)[C:13]2[CH:22]=[CH:23][CH:24]=[CH:25][C:12]=2[N:11]([CH3:26])[C:10]1=[O:27])[C@@H:5]([CH2:4][CH:1]1[CH2:2][CH2:3]1)[CH2:28][CH2:29][CH2:30][CH2:31][CH3:32]. The catalyst class is: 11. (4) Reactant: [Br:1][C:2]1[CH:7]=[CH:6][N:5]=[C:4]([C:8](=[O:16])[CH2:9][CH2:10][CH:11](OC)[O:12]C)[CH:3]=1.FC(F)(F)C(O)=O. Product: [Br:1][C:2]1[CH:7]=[CH:6][N:5]=[C:4]([C:8](=[O:16])[CH2:9][CH2:10][CH:11]=[O:12])[CH:3]=1. The catalyst class is: 2. (5) Reactant: Br[C:2]1[C:6]2=[N:7][CH:8]=[CH:9][CH:10]=[C:5]2[N:4]([CH2:11][C:12]2[C:17]([C:18]([F:21])([F:20])[F:19])=[CH:16][CH:15]=[CH:14][C:13]=2[Cl:22])[CH:3]=1.[F:23][C:24]1[CH:29]=[C:28]([C:30]([O:32][CH3:33])=[O:31])[CH:27]=[CH:26][C:25]=1B(O)O.C([O-])([O-])=O.[K+].[K+]. Product: [Cl:22][C:13]1[CH:14]=[CH:15][CH:16]=[C:17]([C:18]([F:21])([F:20])[F:19])[C:12]=1[CH2:11][N:4]1[C:5]2[C:6](=[N:7][CH:8]=[CH:9][CH:10]=2)[C:2]([C:25]2[CH:26]=[CH:27][C:28]([C:30]([O:32][CH3:33])=[O:31])=[CH:29][C:24]=2[F:23])=[CH:3]1. The catalyst class is: 70. (6) Product: [Cl:1][C:2]1[CH:3]=[CH:4][C:5]2[N:6]([CH:8]=[C:9]([NH:11][C:12]([N:34]3[CH2:35][CH2:36][N:31]([C:29]4[S:28][N:27]=[C:26]([C:20]5[CH:25]=[CH:24][CH:23]=[CH:22][CH:21]=5)[N:30]=4)[CH2:32][CH2:33]3)=[O:19])[N:10]=2)[N:7]=1. The catalyst class is: 16. Reactant: [Cl:1][C:2]1[CH:3]=[CH:4][C:5]2[N:6]([CH:8]=[C:9]([NH:11][C:12](=[O:19])OCC(Cl)(Cl)Cl)[N:10]=2)[N:7]=1.[C:20]1([C:26]2[N:30]=[C:29]([N:31]3[CH2:36][CH2:35][NH:34][CH2:33][CH2:32]3)[S:28][N:27]=2)[CH:25]=[CH:24][CH:23]=[CH:22][CH:21]=1.C(N(C(C)C)CC)(C)C.O. (7) Reactant: [CH3:1][O:2][C:3]1[CH:8]=[CH:7][N:6]=[CH:5][CH:4]=1.[N+:9]([C:12]1[CH:17]=[C:16]([N+:18]([O-:20])=[O:19])[CH:15]=[CH:14][C:13]=1[O:21]N)([O-:11])=[O:10].CCOCC. Product: [NH2:9][N+:6]1[CH:7]=[CH:8][C:3]([O:2][CH3:1])=[CH:4][CH:5]=1.[N+:9]([C:12]1[CH:17]=[C:16]([N+:18]([O-:20])=[O:19])[CH:15]=[CH:14][C:13]=1[O-:21])([O-:11])=[O:10]. The catalyst class is: 10. (8) Reactant: [NH2:1][C@:2]1([CH3:15])[C:11]2[C:6](=[CH:7][C:8]([F:12])=[CH:9][CH:10]=2)[O:5][CH2:4][C@@H:3]1[CH2:13][OH:14].[C:16]([N:24]=[C:25]=[S:26])(=[O:23])[C:17]1[CH:22]=[CH:21][CH:20]=[CH:19][CH:18]=1. Product: [F:12][C:8]1[CH:7]=[C:6]2[C:11]([C@:2]([NH:1][C:25]([NH:24][C:16](=[O:23])[C:17]3[CH:18]=[CH:19][CH:20]=[CH:21][CH:22]=3)=[S:26])([CH3:15])[C@@H:3]([CH2:13][OH:14])[CH2:4][O:5]2)=[CH:10][CH:9]=1. The catalyst class is: 1. (9) Reactant: [Cl:1][C:2]1[CH:21]=[CH:20][C:5]([NH:6][C:7]2[C:16]3[C:11](=[CH:12][C:13]([OH:19])=[C:14]([O:17][CH3:18])[CH:15]=3)[N:10]=[CH:9][N:8]=2)=[C:4]([F:22])[CH:3]=1.C(=O)([O-])[O-].[K+].[K+].[I-].[K+].Cl[CH2:32][C:33]1[CH:38]=[CH:37][N:36]=[CH:35][N:34]=1. Product: [ClH:1].[Cl:1][C:2]1[CH:21]=[CH:20][C:5]([NH:6][C:7]2[C:16]3[C:11](=[CH:12][C:13]([O:19][CH2:32][C:33]4[CH:38]=[CH:37][N:36]=[CH:35][N:34]=4)=[C:14]([O:17][CH3:18])[CH:15]=3)[N:10]=[CH:9][N:8]=2)=[C:4]([F:22])[CH:3]=1. The catalyst class is: 3. (10) Reactant: [C:1]([C:3]1[CH:8]=[CH:7][C:6]([NH:9][C:10]2[C:21]([F:22])=[C:20]([F:23])[CH:19]=[CH:18][C:11]=2[C:12](N(OC)C)=[O:13])=[C:5]([F:24])[CH:4]=1)#[CH:2].[CH2:25]([Mg]Br)[CH2:26][CH:27]=[CH2:28]. Product: [C:1]([C:3]1[CH:8]=[CH:7][C:6]([NH:9][C:10]2[C:21]([F:22])=[C:20]([F:23])[CH:19]=[CH:18][C:11]=2[C:12](=[O:13])[CH2:28][CH2:27][CH:26]=[CH2:25])=[C:5]([F:24])[CH:4]=1)#[CH:2]. The catalyst class is: 7.